Dataset: Reaction yield outcomes from USPTO patents with 853,638 reactions. Task: Predict the reaction yield, written as a fraction of the theoretical maximum amount of product (1.0 means a 100% yield; for example, 0.34 means a 34% yield). (1) The reactants are [CH2:1]([O:8][C:9]([CH3:21])([CH3:20])[C:10]([O:12]CC1C=CC=CC=1)=[O:11])[C:2]1[CH:7]=[CH:6][CH:5]=[CH:4][CH:3]=1.Cl. The catalyst is C1COCC1.CO.[OH-].[Na+]. The product is [CH2:1]([CH2:21][C:9]([O:8][CH2:1][C:2]1[CH:3]=[CH:4][CH:5]=[CH:6][CH:7]=1)([CH3:20])[C:10]([OH:12])=[O:11])[C:2]1[CH:7]=[CH:6][CH:5]=[CH:4][CH:3]=1. The yield is 0.990. (2) The reactants are Br[C:2]1[CH:10]=[CH:9][CH:8]=[C:7]2[C:3]=1[C:4]([C:15]([N:17]1[CH2:22][CH2:21][CH:20]([C:23]3[CH:24]=[C:25]([CH:34]=[CH:35][C:36]=3[F:37])[CH2:26][NH:27][C:28](=[O:33])[C:29]([F:32])([F:31])[F:30])[CH2:19][CH2:18]1)=[O:16])=[CH:5][N:6]2[CH2:11][CH2:12][O:13][CH3:14].[C:38]1(B(O)O)[CH:43]=[CH:42][CH:41]=[CH:40][CH:39]=1.C(=O)([O-])[O-].[Cs+].[Cs+].C(Cl)Cl. The catalyst is O1CCOCC1.O.C1C=CC(P(C2C=CC=CC=2)[C-]2C=CC=C2)=CC=1.C1C=CC(P(C2C=CC=CC=2)[C-]2C=CC=C2)=CC=1.Cl[Pd]Cl.[Fe+2]. The product is [F:32][C:29]([F:31])([F:30])[C:28]([NH:27][CH2:26][C:25]1[CH:34]=[CH:35][C:36]([F:37])=[C:23]([CH:20]2[CH2:19][CH2:18][N:17]([C:15]([C:4]3[C:3]4[C:7](=[CH:8][CH:9]=[CH:10][C:2]=4[C:38]4[CH:43]=[CH:42][CH:41]=[CH:40][CH:39]=4)[N:6]([CH2:11][CH2:12][O:13][CH3:14])[CH:5]=3)=[O:16])[CH2:22][CH2:21]2)[CH:24]=1)=[O:33]. The yield is 0.880.